From a dataset of Forward reaction prediction with 1.9M reactions from USPTO patents (1976-2016). Predict the product of the given reaction. (1) Given the reactants [F:1][C:2]1[CH:11]=[C:10]2[C:5]([CH:6]=[C:7](N)[CH:8]=[N:9]2)=[CH:4][C:3]=1[O:13][CH3:14].Cl.N([O-])=[O:17].[Na+].S(=O)(=O)(O)O.C(=O)([O-])O.[Na+], predict the reaction product. The product is: [F:1][C:2]1[CH:11]=[C:10]2[C:5]([CH:6]=[C:7]([OH:17])[CH:8]=[N:9]2)=[CH:4][C:3]=1[O:13][CH3:14]. (2) Given the reactants [C:1]1([C:7]2[N:11]=[C:10]([N:12]3[CH2:17][CH2:16][NH:15][CH2:14][CH2:13]3)[S:9][N:8]=2)[CH:6]=[CH:5][CH:4]=[CH:3][CH:2]=1.[CH3:18][O:19][C:20]1[C:25]2[C:26]([N:29](C(OCC(Cl)(Cl)Cl)=O)[C:30](OCC(Cl)(Cl)Cl)=[O:31])=[N:27][O:28][C:24]=2[CH:23]=[CH:22][CH:21]=1.C(N(C(C)C)CC)(C)C.CS(C)=O, predict the reaction product. The product is: [CH3:18][O:19][C:20]1[C:25]2[C:26]([NH:29][C:30]([N:15]3[CH2:16][CH2:17][N:12]([C:10]4[S:9][N:8]=[C:7]([C:1]5[CH:2]=[CH:3][CH:4]=[CH:5][CH:6]=5)[N:11]=4)[CH2:13][CH2:14]3)=[O:31])=[N:27][O:28][C:24]=2[CH:23]=[CH:22][CH:21]=1.